This data is from Forward reaction prediction with 1.9M reactions from USPTO patents (1976-2016). The task is: Predict the product of the given reaction. Given the reactants [Cl-].[Ce+3].[Cl-].[Cl-].[CH:5]1([Mg]Br)[CH2:7][CH2:6]1.C1COCC1.[CH:15]([C@H:18]1[C:22](=[O:23])[CH2:21][CH2:20][N:19]1[C:24]([O:26][CH2:27][C:28]1[CH:33]=[CH:32][CH:31]=[CH:30][CH:29]=1)=[O:25])([CH3:17])[CH3:16], predict the reaction product. The product is: [CH:5]1([C@:22]2([OH:23])[CH2:21][CH2:20][N:19]([C:24]([O:26][CH2:27][C:28]3[CH:29]=[CH:30][CH:31]=[CH:32][CH:33]=3)=[O:25])[C@H:18]2[CH:15]([CH3:16])[CH3:17])[CH2:7][CH2:6]1.